Dataset: Drug-target binding data from BindingDB using IC50 measurements. Task: Regression. Given a target protein amino acid sequence and a drug SMILES string, predict the binding affinity score between them. We predict pIC50 (pIC50 = -log10(IC50 in M); higher means more potent). Dataset: bindingdb_ic50. (1) The small molecule is Cc1cccc(C(=O)Oc2ccc(C=NNC(=O)c3cc(O)cc(O)c3)cc2)c1. The target protein (Q9GZU7) has sequence MDSSAVITQISKEEARGPLRGKGDQKSAASQKPRSRGILHSLFCCVCRDDGEALPAHSGAPLLVEENGAIPKQTPVQYLLPEAKAQDSDKICVVIDLDETLVHSSFKPVNNADFIIPVEIDGVVHQVYVLKRPHVDEFLQRMGELFECVLFTASLAKYADPVADLLDKWGAFRARLFRESCVFHRGNYVKDLSRLGRDLRRVLILDNSPASYVFHPDNAVPVASWFDNMSDTELHDLLPFFEQLSRVDDVYSVLRQPRPGS. The pIC50 is 5.4. (2) The compound is NC(=O)n1cc(NC(=O)N2N=CCC2C(=O)NCc2cccc(Cl)c2F)c2ccccc21. The target protein (P00746) has sequence MHSWERLAVLVLLGAAACAAPPRGRILGGREAEAHARPYMASVQLNGAHLCGGVLVAEQWVLSAAHCLEDAADGKVQVLLGAHSLSQPEPSKRLYDVLRAVPHPDSQPDTIDHDLLLLQLSEKATLGPAVRPLPWQRVDRDVAPGTLCDVAGWGIVNHAGRRPDSLQHVLLPVLDRATCNRRTHHDGAITERLMCAESNRRDSCKGDSGGPLVCGGVLEGVVTSGSRVCGNRKKPGIYTRVASYAAWIDSVLA. The pIC50 is 7.7. (3) The drug is CC(NC(=O)/C(=C\c1ccco1)NC(=O)c1ccco1)C(=O)O. The target protein (O43184) has sequence MAARPLPVSPARALLLALAGALLAPCEARGVSLWNQGRADEVVSASVGSGDLWIPVKSFDSKNHPEVLNIRLQRESKELIINLERNEGLIASSFTETHYLQDGTDVSLARNYTVILGHCYYHGHVRGYSDSAVSLSTCSGLRGLIVFENESYVLEPMKSATNRYKLFPAKKLKSVRGSCGSHHNTPNLAAKNVFPPPSQTWARRHKRETLKATKYVELVIVADNREFQRQGKDLEKVKQRLIEIANHVDKFYRPLNIRIVLVGVEVWNDMDKCSVSQDPFTSLHEFLDWRKMKLLPRKSHDNAQLVSGVYFQGTTIGMAPIMSMCTADQSGGIVMDHSDNPLGAAVTLAHELGHNFGMNHDTLDRGCSCQMAVEKGGCIMNASTGYPFPMVFSSCSRKDLETSLEKGMGVCLFNLPEVRESFGGQKCGNRFVEEGEECDCGEPEECMNRCCNATTCTLKPDAVCAHGLCCEDCQLKPAGTACRDSSNSCDLPEFCTGASP.... The pIC50 is 7.4.